Dataset: Catalyst prediction with 721,799 reactions and 888 catalyst types from USPTO. Task: Predict which catalyst facilitates the given reaction. (1) The catalyst class is: 28. Product: [NH:7]1[C:15]2[C:10](=[CH:11][CH:12]=[CH:13][CH:14]=2)[C:9]([C:1](=[O:5])[C:2]([OH:17])=[O:3])=[CH:8]1. Reactant: [C:1](Cl)(=[O:5])[C:2](Cl)=[O:3].[NH:7]1[C:15]2[C:10](=[CH:11][CH:12]=[CH:13][CH:14]=2)[CH:9]=[CH:8]1.C([O-])(O)=[O:17].[Na+]. (2) Reactant: FC(F)(F)S(O[Si](C)(C)C)(=O)=O.[CH:13]1([N:17]2[CH2:23][CH2:22][C:21]3[CH:24]=[C:25]([CH2:28][C:29]4([OH:42])[CH2:34][CH2:33][N:32](C(OC(C)(C)C)=O)[CH2:31][CH2:30]4)[CH:26]=[CH:27][C:20]=3[CH2:19][CH2:18]2)[CH2:16][CH2:15][CH2:14]1. Product: [CH:13]1([N:17]2[CH2:23][CH2:22][C:21]3[CH:24]=[C:25]([CH2:28][C:29]4([OH:42])[CH2:34][CH2:33][NH:32][CH2:31][CH2:30]4)[CH:26]=[CH:27][C:20]=3[CH2:19][CH2:18]2)[CH2:16][CH2:15][CH2:14]1. The catalyst class is: 4. (3) Reactant: [C:1]1([CH3:33])[CH:6]=[CH:5][C:4]([C:7]2[CH:8]=[N:9][N:10]3[C:15]([C:16]4[CH:21]=[CH:20][C:19]([CH3:22])=[CH:18][CH:17]=4)=[C:14]([CH:23]([CH2:29][CH2:30][CH3:31])[C:24]([O:26]CC)=[O:25])[C:13]([CH3:32])=[N:12][C:11]=23)=[CH:3][CH:2]=1.[OH-].[Na+]. Product: [C:1]1([CH3:33])[CH:6]=[CH:5][C:4]([C:7]2[CH:8]=[N:9][N:10]3[C:15]([C:16]4[CH:21]=[CH:20][C:19]([CH3:22])=[CH:18][CH:17]=4)=[C:14]([CH:23]([CH2:29][CH2:30][CH3:31])[C:24]([OH:26])=[O:25])[C:13]([CH3:32])=[N:12][C:11]=23)=[CH:3][CH:2]=1. The catalyst class is: 24. (4) Reactant: [OH-].[Na+].C[O:4][C:5](=[O:28])[CH2:6][N:7]1[CH:11]=[C:10]([C:12]#[N:13])[C:9]([C:14]2[CH:19]=[C:18]([C:20]([F:23])([F:22])[F:21])[CH:17]=[C:16]([C:24]([F:27])([F:26])[F:25])[CH:15]=2)=[CH:8]1.C1COCC1.Cl. Product: [F:22][C:20]([F:21])([F:23])[C:18]1[CH:19]=[C:14]([C:9]2[C:10]([C:12]#[N:13])=[CH:11][N:7]([CH2:6][C:5]([OH:28])=[O:4])[CH:8]=2)[CH:15]=[C:16]([C:24]([F:25])([F:26])[F:27])[CH:17]=1. The catalyst class is: 34. (5) Reactant: [Cl:1][CH2:2][C:3](=O)[CH2:4][C:5]([O:7][CH2:8][CH3:9])=[O:6].C([O-])(=O)C.[NH4+:15]. Product: [NH2:15]/[C:3](/[CH2:2][Cl:1])=[CH:4]\[C:5]([O:7][CH2:8][CH3:9])=[O:6]. The catalyst class is: 8. (6) Reactant: [Cl:1][C:2]1[CH:7]=[CH:6][C:5]([C@@H:8]([CH:50]([CH3:52])[CH3:51])[C@H:9]([NH:45][C:46]([O:48][CH3:49])=[O:47])[C:10]([NH:12][C:13]2[CH:14]=[N:15][CH:16]=[C:17]([F:44])[C:18]=2[CH2:19][CH2:20][C@@H:21]2[N:26]([S:27]([C:30]3[CH:35]=[CH:34][CH:33]=[CH:32][CH:31]=3)(=[O:29])=[O:28])[C@@H:25]([CH3:36])[CH2:24][N:23](C(OC(C)(C)C)=O)[CH2:22]2)=[O:11])=[CH:4][CH:3]=1.FC(F)(F)C(O)=O.C(OCC)C. Product: [Cl:1][C:2]1[CH:3]=[CH:4][C:5]([C@@H:8]([CH:50]([CH3:52])[CH3:51])[C@H:9]([NH:45][C:46](=[O:47])[O:48][CH3:49])[C:10]([NH:12][C:13]2[CH:14]=[N:15][CH:16]=[C:17]([F:44])[C:18]=2[CH2:19][CH2:20][C@H:21]2[CH2:22][NH:23][CH2:24][C@H:25]([CH3:36])[N:26]2[S:27]([C:30]2[CH:31]=[CH:32][CH:33]=[CH:34][CH:35]=2)(=[O:29])=[O:28])=[O:11])=[CH:6][CH:7]=1. The catalyst class is: 4. (7) Reactant: C1(P([N:15]=[N+]=[N-])(C2C=CC=CC=2)=O)C=CC=CC=1.C(N(CC)CC)C.[Br:25][C:26]1[C:27](C(O)=O)=[N:28][C:29]([Br:32])=[CH:30][N:31]=1. Product: [Br:25][C:26]1[C:27]([NH2:15])=[N:28][C:29]([Br:32])=[CH:30][N:31]=1. The catalyst class is: 107.